Dataset: Peptide-MHC class I binding affinity with 185,985 pairs from IEDB/IMGT. Task: Regression. Given a peptide amino acid sequence and an MHC pseudo amino acid sequence, predict their binding affinity value. This is MHC class I binding data. (1) The peptide sequence is MKYVWPPIM. The MHC is HLA-A02:11 with pseudo-sequence HLA-A02:11. The binding affinity (normalized) is 0.0847. (2) The peptide sequence is FVNRYGVAY. The MHC is HLA-B15:17 with pseudo-sequence HLA-B15:17. The binding affinity (normalized) is 0.325. (3) The peptide sequence is YAMAIRQAI. The MHC is HLA-A66:01 with pseudo-sequence HLA-A66:01. The binding affinity (normalized) is 0.213. (4) The peptide sequence is TTFPVNGGY. The MHC is HLA-A11:01 with pseudo-sequence HLA-A11:01. The binding affinity (normalized) is 0.200.